From a dataset of CYP3A4 inhibition data for predicting drug metabolism from PubChem BioAssay. Regression/Classification. Given a drug SMILES string, predict its absorption, distribution, metabolism, or excretion properties. Task type varies by dataset: regression for continuous measurements (e.g., permeability, clearance, half-life) or binary classification for categorical outcomes (e.g., BBB penetration, CYP inhibition). Dataset: cyp3a4_veith. (1) The result is 0 (non-inhibitor). The molecule is O=C1C(=O)c2ccccc2C(O)=C1C(CCc1ccccc1)C1=C(O)c2ccccc2C(=O)C1=O. (2) The compound is C/C(C[n+]1ccccc1)=N\N=C(N)N. The result is 0 (non-inhibitor). (3) The drug is COC(=O)C/C=C1\c2ccccc2[C@H](OC)[C@H]1C. The result is 0 (non-inhibitor). (4) The molecule is NC[C@@H]1O[C@H](COC[C@@H]2[C@@H](CO)O[C@@H](O[C@@H]3[C@@H](O)[C@@H](N)C[C@@H](N)[C@@H]3O[C@H]3O[C@@H](CN)[C@@H](O)[C@@H](O)[C@@H]3N)[C@H]2O)[C@@H](N)[C@H](O)[C@@H]1O. The result is 0 (non-inhibitor). (5) The drug is NS(=O)(=O)c1nc(S(=O)(=O)O)c2[nH]cnc2n1. The result is 0 (non-inhibitor). (6) The molecule is O=C(NCCO)c1ccc(Cl)cc1. The result is 0 (non-inhibitor). (7) The compound is CCN(CC)c1cc(C)nc2ncnn12. The result is 0 (non-inhibitor).